This data is from Catalyst prediction with 721,799 reactions and 888 catalyst types from USPTO. The task is: Predict which catalyst facilitates the given reaction. (1) Reactant: [F:1][C:2]1([F:18])[CH2:17][C:6]2[S:7][C:8]([NH2:16])=[C:9]([C:10]3[S:14][N:13]=[C:12]([CH3:15])[N:11]=3)[C:5]=2[CH2:4][CH2:3]1.[C:19]12[C:27](=[O:28])[O:26][C:24](=[O:25])[C:20]=1[CH2:21][CH2:22][CH2:23]2. Product: [F:18][C:2]1([F:1])[CH2:17][C:6]2[S:7][C:8]([NH:16][C:27]([C:19]3[CH2:23][CH2:22][CH2:21][C:20]=3[C:24]([OH:26])=[O:25])=[O:28])=[C:9]([C:10]3[S:14][N:13]=[C:12]([CH3:15])[N:11]=3)[C:5]=2[CH2:4][CH2:3]1. The catalyst class is: 61. (2) Reactant: [CH2:1]([O:8][C:9]1[CH:16]=[CH:15][C:12]([CH2:13]Cl)=[CH:11][CH:10]=1)[C:2]1[CH:7]=[CH:6][CH:5]=[CH:4][CH:3]=1.[NH:17]1[CH2:22][CH2:21][NH:20][CH2:19][CH2:18]1. Product: [CH2:1]([O:8][C:9]1[CH:16]=[CH:15][C:12]([CH2:13][N:17]2[CH2:22][CH2:21][NH:20][CH2:19][CH2:18]2)=[CH:11][CH:10]=1)[C:2]1[CH:7]=[CH:6][CH:5]=[CH:4][CH:3]=1. The catalyst class is: 1. (3) Reactant: [Br:1][C:2]1[CH:3]=[CH:4][C:5]([F:8])=[N:6][CH:7]=1.C([N-]C(C)C)(C)C.[Li+].C([O:19][C:20](=O)[C:21]([N:23]([CH3:25])[CH3:24])=[O:22])C. Product: [Br:1][C:2]1[CH:3]=[C:4]([C:20](=[O:19])[C:21]([N:23]([CH3:25])[CH3:24])=[O:22])[C:5]([F:8])=[N:6][CH:7]=1. The catalyst class is: 1. (4) Product: [Cl:21][C:9]1[C:10]2[C:5](=[CH:4][C:3]([O:2][CH3:1])=[CH:12][CH:11]=2)[CH:6]=[CH:7][C:8]=1[OH:13]. The catalyst class is: 3. Reactant: [CH3:1][O:2][C:3]1[CH:4]=[C:5]2[C:10](=[CH:11][CH:12]=1)[CH:9]=[C:8]([OH:13])[CH:7]=[CH:6]2.C1C(=O)N([Cl:21])C(=O)C1.CCOC(C)=O. (5) Reactant: [Cl:1][C:2]1[S:6][C:5]2[C:7]3([O:20][CH2:21][C:22]([F:24])([F:23])[C:4]=2[CH:3]=1)[CH2:12][CH2:11][N:10]([CH2:13][C:14]1[C:15]([CH3:19])=[N:16][NH:17][CH:18]=1)[CH2:9][CH2:8]3.C(=O)([O-])[O-].[K+].[K+].I[C:32]1[C:37]([O:38][CH3:39])=[CH:36][CH:35]=[CH:34][N:33]=1.CN[C@@H]1CCCC[C@H]1NC. Product: [Cl:1][C:2]1[S:6][C:5]2[C:7]3([O:20][CH2:21][C:22]([F:23])([F:24])[C:4]=2[CH:3]=1)[CH2:12][CH2:11][N:10]([CH2:13][C:14]1[C:15]([CH3:19])=[N:16][N:17]([C:32]2[C:37]([O:38][CH3:39])=[CH:36][CH:35]=[CH:34][N:33]=2)[CH:18]=1)[CH2:9][CH2:8]3. The catalyst class is: 509.